This data is from Forward reaction prediction with 1.9M reactions from USPTO patents (1976-2016). The task is: Predict the product of the given reaction. (1) The product is: [NH2:1][C:2]1[C:11]([O:18][CH3:17])=[N:10][C:9]2[C:4](=[CH:5][C:6]([O:15][CH3:16])=[C:7]([O:13][CH3:14])[CH:8]=2)[N:3]=1. Given the reactants [NH2:1][C:2]1[C:11](Cl)=[N:10][C:9]2[C:4](=[CH:5][C:6]([O:15][CH3:16])=[C:7]([O:13][CH3:14])[CH:8]=2)[N:3]=1.[CH3:17][O-:18].[Na+], predict the reaction product. (2) The product is: [C:1]([O:5][C:6]([N:8]([C:25]1[CH:30]=[C:29]([N:31]2[CH2:36][CH2:35][N:34]([C:37]([O:39][C:40]([CH3:43])([CH3:42])[CH3:41])=[O:38])[CH2:33][CH2:32]2)[N:28]=[C:27]([C:51]2[CH:50]=[CH:49][CH:48]=[C:47]([O:46][CH3:45])[CH:52]=2)[N:26]=1)[C:9]1[CH:10]=[C:11]2[C:15](=[CH:16][CH:17]=1)[N:14]([C:18]([O:20][C:21]([CH3:24])([CH3:23])[CH3:22])=[O:19])[N:13]=[CH:12]2)=[O:7])([CH3:4])([CH3:3])[CH3:2]. Given the reactants [C:1]([O:5][C:6]([N:8]([C:25]1[CH:30]=[C:29]([N:31]2[CH2:36][CH2:35][N:34]([C:37]([O:39][C:40]([CH3:43])([CH3:42])[CH3:41])=[O:38])[CH2:33][CH2:32]2)[N:28]=[C:27](Cl)[N:26]=1)[C:9]1[CH:10]=[C:11]2[C:15](=[CH:16][CH:17]=1)[N:14]([C:18]([O:20][C:21]([CH3:24])([CH3:23])[CH3:22])=[O:19])[N:13]=[CH:12]2)=[O:7])([CH3:4])([CH3:3])[CH3:2].[CH3:45][O:46][C:47]1[CH:48]=[C:49](B(O)O)[CH:50]=[CH:51][CH:52]=1.C([O-])([O-])=O.[Na+].[Na+].O, predict the reaction product. (3) Given the reactants [C:1]1([OH:7])C=CC=C[CH:2]=1.C[N:9](C)[C:10]1C=[C:12]2[C:17](=[CH:18][CH:19]=1)[CH:16]=[C:15]([C:20]#[C:21][CH:22]([OH:24])C)[CH:14]=[CH:13]2.C[OH:27], predict the reaction product. The product is: [C:1]([C:20]1[C:15]2[C:14](=[CH:13][C:12]3[NH:9][CH2:10][CH2:19][CH2:18][C:17]=3[CH:16]=2)[O:27][C:22](=[O:24])[CH:21]=1)(=[O:7])[CH3:2]. (4) Given the reactants Br[CH2:2][C:3]([C@H:5]1[N:8]([Si:9]([C:12]([CH3:15])([CH3:14])[CH3:13])([CH3:11])[CH3:10])[C:7](=[O:16])[C@@H:6]1[CH3:17])=O.[C:18]([C:22]1[CH:23]=[CH:24][C:25]([NH2:28])=[N:26][CH:27]=1)([CH3:21])([CH3:20])[CH3:19], predict the reaction product. The product is: [C:18]([C:22]1[CH:23]=[CH:24][C:25]2[N:26]([CH:2]=[C:3]([C@H:5]3[N:8]([Si:9]([C:12]([CH3:15])([CH3:14])[CH3:13])([CH3:11])[CH3:10])[C:7](=[O:16])[C@@H:6]3[CH3:17])[N:28]=2)[CH:27]=1)([CH3:21])([CH3:19])[CH3:20]. (5) Given the reactants [CH3:1][C:2]1[CH:3]=[C:4]([C:18]2O[C:20](=[O:32])[C:21]3[C:26]([CH:27]=2)=[CH:25][C:24]([O:28][CH3:29])=[CH:23][C:22]=3[O:30][CH3:31])[CH:5]=[C:6]([CH3:17])[C:7]=1[O:8][CH2:9][CH2:10][N:11]1[CH2:16][CH2:15][O:14][CH2:13][CH2:12]1.[NH3:33], predict the reaction product. The product is: [CH3:17][C:6]1[CH:5]=[C:4]([C:18]2[NH:33][C:20](=[O:32])[C:21]3[C:26]([CH:27]=2)=[CH:25][C:24]([O:28][CH3:29])=[CH:23][C:22]=3[O:30][CH3:31])[CH:3]=[C:2]([CH3:1])[C:7]=1[O:8][CH2:9][CH2:10][N:11]1[CH2:16][CH2:15][O:14][CH2:13][CH2:12]1. (6) The product is: [Cl:1][C:2]1[C:3]2[S:10][C:9]([S:17][CH3:16])=[CH:8][C:4]=2[N:5]=[CH:6][N:7]=1. Given the reactants [Cl:1][C:2]1[C:3]2[S:10][CH:9]=[CH:8][C:4]=2[N:5]=[CH:6][N:7]=1.[Li]CCCC.[CH3:16][S:17]SC.CI, predict the reaction product.